Dataset: NCI-60 drug combinations with 297,098 pairs across 59 cell lines. Task: Regression. Given two drug SMILES strings and cell line genomic features, predict the synergy score measuring deviation from expected non-interaction effect. Drug 1: CC1=C(C=C(C=C1)C(=O)NC2=CC(=CC(=C2)C(F)(F)F)N3C=C(N=C3)C)NC4=NC=CC(=N4)C5=CN=CC=C5. Drug 2: C1=CC=C(C(=C1)C(C2=CC=C(C=C2)Cl)C(Cl)Cl)Cl. Cell line: NCI-H522. Synergy scores: CSS=-1.60, Synergy_ZIP=1.11, Synergy_Bliss=0.793, Synergy_Loewe=-2.00, Synergy_HSA=-1.91.